This data is from NCI-60 drug combinations with 297,098 pairs across 59 cell lines. The task is: Regression. Given two drug SMILES strings and cell line genomic features, predict the synergy score measuring deviation from expected non-interaction effect. (1) Drug 1: C1CCC(CC1)NC(=O)N(CCCl)N=O. Drug 2: C1=NC2=C(N1)C(=S)N=C(N2)N. Cell line: HS 578T. Synergy scores: CSS=25.0, Synergy_ZIP=-4.90, Synergy_Bliss=-1.54, Synergy_Loewe=-11.0, Synergy_HSA=-0.245. (2) Drug 1: C1=NC2=C(N1)C(=S)N=C(N2)N. Drug 2: CN(CC1=CN=C2C(=N1)C(=NC(=N2)N)N)C3=CC=C(C=C3)C(=O)NC(CCC(=O)O)C(=O)O. Cell line: HOP-62. Synergy scores: CSS=43.5, Synergy_ZIP=-8.75, Synergy_Bliss=-6.96, Synergy_Loewe=-3.40, Synergy_HSA=-0.614. (3) Drug 1: CC1C(C(=O)NC(C(=O)N2CCCC2C(=O)N(CC(=O)N(C(C(=O)O1)C(C)C)C)C)C(C)C)NC(=O)C3=C4C(=C(C=C3)C)OC5=C(C(=O)C(=C(C5=N4)C(=O)NC6C(OC(=O)C(N(C(=O)CN(C(=O)C7CCCN7C(=O)C(NC6=O)C(C)C)C)C)C(C)C)C)N)C. Drug 2: C1=CC=C(C=C1)NC(=O)CCCCCCC(=O)NO. Cell line: U251. Synergy scores: CSS=4.46, Synergy_ZIP=-6.07, Synergy_Bliss=-6.03, Synergy_Loewe=-5.53, Synergy_HSA=-6.22. (4) Drug 1: C1CN1P(=S)(N2CC2)N3CC3. Drug 2: C1CC(C1)(C(=O)O)C(=O)O.[NH2-].[NH2-].[Pt+2]. Cell line: COLO 205. Synergy scores: CSS=35.9, Synergy_ZIP=-7.72, Synergy_Bliss=-2.25, Synergy_Loewe=0.417, Synergy_HSA=1.84. (5) Drug 1: CS(=O)(=O)C1=CC(=C(C=C1)C(=O)NC2=CC(=C(C=C2)Cl)C3=CC=CC=N3)Cl. Drug 2: CC1=C(C=C(C=C1)NC2=NC=CC(=N2)N(C)C3=CC4=NN(C(=C4C=C3)C)C)S(=O)(=O)N.Cl. Cell line: HS 578T. Synergy scores: CSS=12.2, Synergy_ZIP=8.54, Synergy_Bliss=18.7, Synergy_Loewe=11.5, Synergy_HSA=11.4. (6) Drug 1: C1CCC(C1)C(CC#N)N2C=C(C=N2)C3=C4C=CNC4=NC=N3. Drug 2: CCC1=CC2CC(C3=C(CN(C2)C1)C4=CC=CC=C4N3)(C5=C(C=C6C(=C5)C78CCN9C7C(C=CC9)(C(C(C8N6C)(C(=O)OC)O)OC(=O)C)CC)OC)C(=O)OC.C(C(C(=O)O)O)(C(=O)O)O. Cell line: TK-10. Synergy scores: CSS=27.2, Synergy_ZIP=-0.267, Synergy_Bliss=2.25, Synergy_Loewe=-1.56, Synergy_HSA=2.97. (7) Drug 1: CCC1=CC2CC(C3=C(CN(C2)C1)C4=CC=CC=C4N3)(C5=C(C=C6C(=C5)C78CCN9C7C(C=CC9)(C(C(C8N6C)(C(=O)OC)O)OC(=O)C)CC)OC)C(=O)OC. Drug 2: CCC1=C2N=C(C=C(N2N=C1)NCC3=C[N+](=CC=C3)[O-])N4CCCCC4CCO. Cell line: UACC62. Synergy scores: CSS=68.3, Synergy_ZIP=1.69, Synergy_Bliss=1.38, Synergy_Loewe=1.69, Synergy_HSA=5.82. (8) Drug 1: C1=CC=C(C=C1)NC(=O)CCCCCCC(=O)NO. Drug 2: N.N.Cl[Pt+2]Cl. Cell line: SF-539. Synergy scores: CSS=45.0, Synergy_ZIP=-2.23, Synergy_Bliss=-1.78, Synergy_Loewe=-10.0, Synergy_HSA=0.569. (9) Drug 1: CN(CC1=CN=C2C(=N1)C(=NC(=N2)N)N)C3=CC=C(C=C3)C(=O)NC(CCC(=O)O)C(=O)O. Drug 2: C1=NC2=C(N1)C(=S)N=CN2. Cell line: HOP-92. Synergy scores: CSS=40.2, Synergy_ZIP=-7.76, Synergy_Bliss=-10.9, Synergy_Loewe=-4.71, Synergy_HSA=-2.33. (10) Drug 2: CC1C(C(CC(O1)OC2CC(CC3=C2C(=C4C(=C3O)C(=O)C5=C(C4=O)C(=CC=C5)OC)O)(C(=O)CO)O)N)O.Cl. Drug 1: CC1OCC2C(O1)C(C(C(O2)OC3C4COC(=O)C4C(C5=CC6=C(C=C35)OCO6)C7=CC(=C(C(=C7)OC)O)OC)O)O. Cell line: UACC62. Synergy scores: CSS=60.2, Synergy_ZIP=-9.96, Synergy_Bliss=-6.59, Synergy_Loewe=-3.15, Synergy_HSA=-1.79.